This data is from TCR-epitope binding with 47,182 pairs between 192 epitopes and 23,139 TCRs. The task is: Binary Classification. Given a T-cell receptor sequence (or CDR3 region) and an epitope sequence, predict whether binding occurs between them. (1) The epitope is FQPTNGVGY. The TCR CDR3 sequence is CASSLSTGTEGEQYF. Result: 0 (the TCR does not bind to the epitope). (2) The epitope is LPPIVAKEI. The TCR CDR3 sequence is CAISDYAGYNEQFF. Result: 0 (the TCR does not bind to the epitope). (3) The epitope is PROT_97E67BCC. The TCR CDR3 sequence is CASSSRTSGGQDEQFF. Result: 1 (the TCR binds to the epitope). (4) The epitope is YLNTLTLAV. The TCR CDR3 sequence is CASSLVQGYNSPLHF. Result: 1 (the TCR binds to the epitope). (5) The TCR CDR3 sequence is CASSLVGGNTGELFF. The epitope is YYRRATRRIR. Result: 0 (the TCR does not bind to the epitope). (6) The epitope is LPPAYTNSF. The TCR CDR3 sequence is CASSSDRGTAKENPDTQYF. Result: 1 (the TCR binds to the epitope). (7) The epitope is QVPLRPMTYK. The TCR CDR3 sequence is CASSQSAGTGELFF. Result: 0 (the TCR does not bind to the epitope). (8) The epitope is WICLLQFAY. The TCR CDR3 sequence is CASSRWTYGYTF. Result: 0 (the TCR does not bind to the epitope). (9) The epitope is SLYNTVATL. The TCR CDR3 sequence is CASSLGGLAADWDEQFF. Result: 0 (the TCR does not bind to the epitope). (10) The epitope is FLPRVFSAV. The TCR CDR3 sequence is CASSQVLGVDNSPLHF. Result: 1 (the TCR binds to the epitope).